This data is from Full USPTO retrosynthesis dataset with 1.9M reactions from patents (1976-2016). The task is: Predict the reactants needed to synthesize the given product. (1) Given the product [CH2:7]([O:9][CH:10]([CH2:16][C:17]1[CH:22]=[CH:21][C:20]([CH3:23])=[CH:19][CH:18]=1)[CH2:11][OH:12])[CH3:8], predict the reactants needed to synthesize it. The reactants are: [H-].[Al+3].[Li+].[H-].[H-].[H-].[CH2:7]([O:9][CH:10]([CH2:16][C:17]1[CH:22]=[CH:21][C:20]([CH3:23])=[CH:19][CH:18]=1)[C:11](OCC)=[O:12])[CH3:8]. (2) Given the product [NH2:8][CH:9]([C:18](=[O:47])[NH:19][CH2:20][C:21]([CH3:45])([CH3:46])[CH2:22][CH2:23][CH2:24][CH2:25][O:26][C:27]1[CH:32]=[C:31]([C:33]2[CH:38]=[CH:37][CH:36]=[CH:35][CH:34]=2)[CH:30]=[C:29]([C:39]2[CH:40]=[CH:41][CH:42]=[CH:43][CH:44]=2)[N:28]=1)[CH2:10][C:11]([OH:13])=[O:12], predict the reactants needed to synthesize it. The reactants are: C(OC([NH:8][CH:9]([C:18](=[O:47])[NH:19][CH2:20][C:21]([CH3:46])([CH3:45])[CH2:22][CH2:23][CH2:24][CH2:25][O:26][C:27]1[CH:32]=[C:31]([C:33]2[CH:38]=[CH:37][CH:36]=[CH:35][CH:34]=2)[CH:30]=[C:29]([C:39]2[CH:44]=[CH:43][CH:42]=[CH:41][CH:40]=2)[N:28]=1)[CH2:10][C:11]([O:13]C(C)(C)C)=[O:12])=O)(C)(C)C.FC(F)(F)C(O)=O.